Dataset: Full USPTO retrosynthesis dataset with 1.9M reactions from patents (1976-2016). Task: Predict the reactants needed to synthesize the given product. (1) The reactants are: [Cl:1][C:2]1[C:11]([N+:12]([O-])=O)=[CH:10][C:5]([C:6]([O:8][CH3:9])=[O:7])=[CH:4][N:3]=1. Given the product [NH2:12][C:11]1[C:2]([Cl:1])=[N:3][CH:4]=[C:5]([CH:10]=1)[C:6]([O:8][CH3:9])=[O:7], predict the reactants needed to synthesize it. (2) Given the product [F:38][CH2:37][CH2:36][N:5]1[CH:6]=[C:7]([C:8]2[CH:13]=[CH:12][CH:11]=[CH:10][CH:9]=2)[C:2](=[O:1])[C:3]([C:14]([O:16][CH2:17][CH3:18])=[O:15])=[CH:4]1, predict the reactants needed to synthesize it. The reactants are: [O:1]=[C:2]1[C:7]([C:8]2[CH:13]=[CH:12][CH:11]=[CH:10][CH:9]=2)=[CH:6][NH:5][CH:4]=[C:3]1[C:14]([O:16][CH2:17][CH3:18])=[O:15].C(=O)([O-])[O-].[Cs+].[Cs+].CC1C=CC(S(O[CH2:36][CH2:37][F:38])(=O)=O)=CC=1.Cl. (3) Given the product [C:17]1([C@@H:14]2[CH2:15][O:1][C@@:2]34[CH2:6][CH2:5][CH2:4][C@@H:3]3[CH2:7][C:8](=[O:10])[N:13]24)[CH:22]=[CH:21][CH:20]=[CH:19][CH:18]=1, predict the reactants needed to synthesize it. The reactants are: [O:1]=[C:2]1[CH2:6][CH2:5][CH2:4][CH:3]1[CH2:7][C:8]([O:10]CC)=O.[NH2:13][C@@H:14]([C:17]1[CH:22]=[CH:21][CH:20]=[CH:19][CH:18]=1)[CH2:15]O. (4) Given the product [Cl:2][C:3]1[N:4]=[C:5]([CH:15]=[CH:35][C:37]2[CH:38]=[N:39][CH:40]=[CH:41][CH:42]=2)[N:6]=[C:7]([N:9]2[CH2:10][CH2:11][O:12][CH2:13][CH2:14]2)[CH:8]=1.[C:29]1([P:16](=[O:36])([C:23]2[CH:24]=[CH:25][CH:26]=[CH:27][CH:28]=2)[C:17]2[CH:18]=[CH:19][CH:20]=[CH:21][CH:22]=2)[CH:30]=[CH:31][CH:32]=[CH:33][CH:34]=1, predict the reactants needed to synthesize it. The reactants are: [Br-].[Cl:2][C:3]1[CH:8]=[C:7]([N:9]2[CH2:14][CH2:13][O:12][CH2:11][CH2:10]2)[N:6]=[C:5]([CH2:15][P+:16]([C:29]2[CH:34]=[CH:33][CH:32]=[CH:31][CH:30]=2)([C:23]2[CH:28]=[CH:27][CH:26]=[CH:25][CH:24]=2)[C:17]2[CH:22]=[CH:21][CH:20]=[CH:19][CH:18]=2)[N:4]=1.[CH:35]([C:37]1[CH:38]=[N:39][CH:40]=[CH:41][CH:42]=1)=[O:36].C(N(CC)CC)C. (5) Given the product [Cl:1][C:2]1[N:3]=[C:4]([CH2:10][CH2:11][CH3:12])[C:5]([CH2:8][N:24]2[CH:23]=[CH:22][N:21]=[C:20]2[C:16]2[CH:17]=[CH:18][CH:19]=[C:14]([F:13])[N:15]=2)=[N:6][CH:7]=1, predict the reactants needed to synthesize it. The reactants are: [Cl:1][C:2]1[N:3]=[C:4]([CH2:10][CH2:11][CH3:12])[C:5]([CH2:8]Cl)=[N:6][CH:7]=1.[F:13][C:14]1[CH:19]=[CH:18][CH:17]=[C:16]([C:20]2[NH:21][CH:22]=[CH:23][N:24]=2)[N:15]=1.C([O-])([O-])=O.[K+].[K+].O. (6) Given the product [CH3:1][C:2]1[C:6]([C:7]2[NH:11][C:10]3[CH:12]=[C:13]([CH2:16][C:17]([NH:30][CH:29]([C:23]4[CH:24]=[CH:25][C:26]([CH3:28])=[CH:27][C:22]=4[CH3:21])[C:31]4[CH:32]=[CH:33][CH:34]=[CH:35][CH:36]=4)=[O:19])[CH:14]=[CH:15][C:9]=3[N:8]=2)=[C:5]([CH3:20])[O:4][N:3]=1, predict the reactants needed to synthesize it. The reactants are: [CH3:1][C:2]1[C:6]([C:7]2[NH:11][C:10]3[CH:12]=[C:13]([CH2:16][C:17]([OH:19])=O)[CH:14]=[CH:15][C:9]=3[N:8]=2)=[C:5]([CH3:20])[O:4][N:3]=1.[CH3:21][C:22]1[CH:27]=[C:26]([CH3:28])[CH:25]=[CH:24][C:23]=1[CH:29]([C:31]1[CH:36]=[CH:35][CH:34]=[CH:33][CH:32]=1)[NH2:30].C(OCC#N)(C)C.